Task: Predict the reaction yield, written as a fraction of the theoretical maximum amount of product (1.0 means a 100% yield; for example, 0.34 means a 34% yield).. Dataset: Reaction yield outcomes from USPTO patents with 853,638 reactions (1) The reactants are Br[C:2]1[CH:8]=[C:7]([N+:9]([O-:11])=[O:10])[C:6]([F:12])=[CH:5][C:3]=1[NH2:4].C[C:14]([CH3:27])([C:25]#[CH:26])[C:15]([O:17][C:18](=[O:24])[C:19]([CH3:23])([CH3:22])[C:20]#[CH:21])=O.[CH3:28][CH2:29]N(CC)CC. The catalyst is [Cu]I.Cl[Pd](Cl)([P](C1C=CC=CC=1)(C1C=CC=CC=1)C1C=CC=CC=1)[P](C1C=CC=CC=1)(C1C=CC=CC=1)C1C=CC=CC=1. The product is [NH2:4][C:3]1[CH:5]=[C:6]([F:12])[C:7]([N+:9]([O-:11])=[O:10])=[CH:8][C:2]=1[C:21]#[C:20][C:19]([CH3:22])([CH3:23])[C:18]([O:17][CH2:15][C:14]1[CH:25]=[CH:26][CH:29]=[CH:28][CH:27]=1)=[O:24]. The yield is 0.560. (2) The catalyst is C1COCC1. The reactants are [N:1]1[CH:6]=[C:5]([C:7]2([OH:17])[CH2:16][CH2:15][C:10]3(OCC[O:11]3)[CH2:9][CH2:8]2)[CH:4]=[N:3][CH:2]=1.C([O-])([O-])=O.[Na+].[Na+]. The yield is 0.790. The product is [OH:17][C:7]1([C:5]2[CH:4]=[N:3][CH:2]=[N:1][CH:6]=2)[CH2:16][CH2:15][C:10](=[O:11])[CH2:9][CH2:8]1.